Dataset: Full USPTO retrosynthesis dataset with 1.9M reactions from patents (1976-2016). Task: Predict the reactants needed to synthesize the given product. (1) Given the product [NH2:1][C:2]1[C:9]([N+:10]([O-:12])=[O:11])=[CH:8][CH:7]=[C:6]([C:17]2[CH:18]=[CH:19][CH:20]=[CH:21][C:16]=2[O:15][CH3:14])[C:3]=1[C:4]#[N:5], predict the reactants needed to synthesize it. The reactants are: [NH2:1][C:2]1[C:9]([N+:10]([O-:12])=[O:11])=[CH:8][CH:7]=[C:6](Cl)[C:3]=1[C:4]#[N:5].[CH3:14][O:15][C:16]1[CH:21]=[CH:20][CH:19]=[CH:18][C:17]=1B(O)O.P([O-])([O-])([O-])=O.[K+].[K+].[K+].C1(P(C2CCCCC2)C2C=CC=CC=2C2C=CC=CC=2N(C)C)CCCCC1. (2) Given the product [Cl:1][C:2]1[CH:11]=[CH:10][CH:9]=[C:8]2[C:3]=1[C:4]([O-:25])=[C:5]([C:14](=[O:15])[N:16]([CH2:23][CH3:24])[C:17]1[CH:18]=[CH:19][CH:20]=[CH:21][CH:22]=1)[C:6](=[O:13])[N:7]2[CH3:12].[Na+:27], predict the reactants needed to synthesize it. The reactants are: [Cl:1][C:2]1[CH:11]=[CH:10][CH:9]=[C:8]2[C:3]=1[C:4]([OH:25])=[C:5]([C:14]([N:16]([CH2:23][CH3:24])[C:17]1[CH:22]=[CH:21][CH:20]=[CH:19][CH:18]=1)=[O:15])[C:6](=[O:13])[N:7]2[CH3:12].[OH-].[Na+:27]. (3) Given the product [N:1]([CH2:4][C@@H:5]1[C@H:9]([F:27])[CH2:8][N:7]([C:11]([O:13][CH2:14][C:15]2[CH:20]=[CH:19][CH:18]=[CH:17][CH:16]=2)=[O:12])[CH2:6]1)=[N+:2]=[N-:3], predict the reactants needed to synthesize it. The reactants are: [N:1]([CH2:4][C@@H:5]1[C@@H:9](O)[CH2:8][N:7]([C:11]([O:13][CH2:14][C:15]2[CH:20]=[CH:19][CH:18]=[CH:17][CH:16]=2)=[O:12])[CH2:6]1)=[N+:2]=[N-:3].C(N(S(F)(F)[F:27])CC)C.C(=O)(O)[O-].[Na+]. (4) The reactants are: Br[C:2]1[CH:7]=[CH:6][C:5](/[CH:8]=[CH:9]/[C:10]2[CH:15]=[CH:14][CH:13]=[CH:12][CH:11]=2)=[CH:4][CH:3]=1.C([O-])(=O)C.[K+].[CH3:21][C:22]1([CH3:38])[C:26]([CH3:28])([CH3:27])[O:25][B:24]([B:24]2[O:25][C:26]([CH3:28])([CH3:27])[C:22]([CH3:38])([CH3:21])[O:23]2)[O:23]1. Given the product [CH3:21][C:22]1([CH3:38])[C:26]([CH3:28])([CH3:27])[O:25][B:24]([C:2]2[CH:7]=[CH:6][C:5](/[CH:8]=[CH:9]/[C:10]3[CH:15]=[CH:14][CH:13]=[CH:12][CH:11]=3)=[CH:4][CH:3]=2)[O:23]1, predict the reactants needed to synthesize it. (5) Given the product [OH:27][C@H:25]([C:28]1[CH:37]=[CH:36][C:31]([C:32]([O:34][CH3:35])=[O:33])=[CH:30][CH:29]=1)[CH3:26], predict the reactants needed to synthesize it. The reactants are: B1(C)OC(C2C=CC=CC=2)(C2C=CC=CC=2)[C@@H]2N1CCC2.S(C)C.[C:25]([C:28]1[CH:37]=[CH:36][C:31]([C:32]([O:34][CH3:35])=[O:33])=[CH:30][CH:29]=1)(=[O:27])[CH3:26].CO. (6) Given the product [C:15]([O:19][C:20]([N:22]1[CH2:23][CH:24]=[C:25]([C:7]2[CH:8]=[CH:9][CH:10]=[CH:11][C:6]=2[C:4]([O:3][CH2:1][CH3:2])=[O:5])[CH2:26][CH2:27]1)=[O:21])([CH3:18])([CH3:16])[CH3:17], predict the reactants needed to synthesize it. The reactants are: [CH2:1]([O:3][C:4]([C:6]1[CH:11]=[CH:10][CH:9]=[CH:8][C:7]=1B(O)O)=[O:5])[CH3:2].[C:15]([O:19][C:20]([N:22]1[CH2:27][CH:26]=[C:25](OS(C(F)(F)F)(=O)=O)[CH2:24][CH2:23]1)=[O:21])([CH3:18])([CH3:17])[CH3:16].